This data is from Catalyst prediction with 721,799 reactions and 888 catalyst types from USPTO. The task is: Predict which catalyst facilitates the given reaction. (1) Reactant: [Cl:1][C:2]1[CH:8]=[CH:7][C:5]([NH2:6])=[C:4]([C:9]2[CH:14]=[C:13]([O:15][CH3:16])[N:12]=[CH:11][N:10]=2)[CH:3]=1.[C:17](O[C:17]([C:19]([F:22])([F:21])[F:20])=[O:18])([C:19]([F:22])([F:21])[F:20])=[O:18]. Product: [Cl:1][C:2]1[CH:8]=[CH:7][C:5]([NH:6][C:17](=[O:18])[C:19]([F:22])([F:21])[F:20])=[C:4]([C:9]2[CH:14]=[C:13]([O:15][CH3:16])[N:12]=[CH:11][N:10]=2)[CH:3]=1. The catalyst class is: 2. (2) Reactant: C([Si](C)(C)[O:6][C:7]1[CH:12]=[CH:11][C:10]([C:13]2[CH:14]=[C:15]3[C:20](=[CH:21][CH:22]=2)[C:19]([N+:23]([O-:25])=[O:24])=[C:18]([OH:26])[CH:17]=[CH:16]3)=[CH:9][CH:8]=1)(C)(C)C.CCCC[N+](CCCC)(CCCC)CCCC.[F-]. Product: [OH:6][C:7]1[CH:8]=[CH:9][C:10]([C:13]2[CH:14]=[C:15]3[C:20](=[CH:21][CH:22]=2)[C:19]([N+:23]([O-:25])=[O:24])=[C:18]([OH:26])[CH:17]=[CH:16]3)=[CH:11][CH:12]=1. The catalyst class is: 20.